This data is from Full USPTO retrosynthesis dataset with 1.9M reactions from patents (1976-2016). The task is: Predict the reactants needed to synthesize the given product. (1) Given the product [Cl:1][C:2]1[CH:10]=[C:9]([Cl:11])[CH:8]=[C:7]([F:12])[C:3]=1[C:4]#[N:6], predict the reactants needed to synthesize it. The reactants are: [Cl:1][C:2]1[CH:10]=[C:9]([Cl:11])[CH:8]=[C:7]([F:12])[C:3]=1[C:4]([NH2:6])=O.CCN(CC)CC.C(OC(C(F)(F)F)=O)(C(F)(F)F)=O.O. (2) Given the product [Cl:1][C:2]1[CH:7]=[CH:6][C:5]([NH:8][C:9]([NH:11][C:12]2[CH:13]=[CH:14][C:15]([C:18](=[O:20])[NH:32][C:31]3[CH:33]=[CH:34][CH:35]=[C:29]([C:27](=[O:28])[NH:26][CH3:25])[CH:30]=3)=[CH:16][CH:17]=2)=[O:10])=[CH:4][C:3]=1[C:21]([F:23])([F:24])[F:22], predict the reactants needed to synthesize it. The reactants are: [Cl:1][C:2]1[CH:7]=[CH:6][C:5]([NH:8][C:9]([NH:11][C:12]2[CH:17]=[CH:16][C:15]([C:18]([OH:20])=O)=[CH:14][CH:13]=2)=[O:10])=[CH:4][C:3]=1[C:21]([F:24])([F:23])[F:22].[CH3:25][NH:26][C:27]([C:29]1[CH:30]=[C:31]([CH:33]=[CH:34][CH:35]=1)[NH2:32])=[O:28]. (3) Given the product [CH2:1]([O:3][C:4]([CH2:6][N:7]1[C:13]2[CH:14]=[CH:15][CH:16]=[CH:17][C:12]=2[N:11]([C:18](=[O:33])[C:19]2[CH:24]=[CH:23][C:22]([N:25]3[CH2:30][CH2:29][O:28][C:26]3=[O:27])=[CH:21][C:20]=2[Cl:32])[CH2:10][CH2:9][CH2:8]1)=[O:5])[CH3:2], predict the reactants needed to synthesize it. The reactants are: [CH2:1]([O:3][C:4]([CH2:6][N:7]1[C:13]2[CH:14]=[CH:15][CH:16]=[CH:17][C:12]=2[N:11]([C:18](=[O:33])[C:19]2[CH:24]=[CH:23][C:22]([NH:25][C:26]([O:28][CH2:29][CH2:30]Cl)=[O:27])=[CH:21][C:20]=2[Cl:32])[CH2:10][CH2:9][CH2:8]1)=[O:5])[CH3:2].C(=O)([O-])[O-].[K+].[K+].[I-].[Na+].C(OCC)(=O)C. (4) The reactants are: [CH3:1][C:2]1[CH:3]=[C:4]([CH:6]=[C:7]([C:9]([F:12])([F:11])[F:10])[CH:8]=1)[NH2:5].C1C(=O)N([Br:20])C(=O)C1. Given the product [Br:20][C:8]1[C:7]([C:9]([F:10])([F:11])[F:12])=[CH:6][C:4]([NH2:5])=[CH:3][C:2]=1[CH3:1], predict the reactants needed to synthesize it. (5) The reactants are: COC([CH:5]1[N:10]([C:11]2[CH:16]=[CH:15][C:14]([C:17]([F:20])([F:19])[F:18])=[CH:13][N:12]=2)[CH2:9][CH2:8][N:7](C(OC(C)(C)C)=O)[CH2:6]1)=O.[C:28]([OH:34])(C(F)(F)F)=[O:29].[CH2:35](Cl)Cl. Given the product [CH3:35][O:34][C:28]([C@H:6]1[CH2:5][N:10]([C:11]2[CH:16]=[CH:15][C:14]([C:17]([F:18])([F:19])[F:20])=[CH:13][N:12]=2)[CH2:9][CH2:8][NH:7]1)=[O:29], predict the reactants needed to synthesize it. (6) Given the product [CH3:1][CH:2]1[CH:7]([NH:8][C:9](=[O:15])[O:10][C:11]([CH3:14])([CH3:13])[CH3:12])[CH2:6][CH2:5][CH2:4][NH:3]1, predict the reactants needed to synthesize it. The reactants are: [CH3:1][C:2]1[C:7]([NH:8][C:9](=[O:15])[O:10][C:11]([CH3:14])([CH3:13])[CH3:12])=[CH:6][CH:5]=[CH:4][N:3]=1.[H][H]. (7) Given the product [CH3:34][NH:28][S:25]([C:22]1[CH:23]=[CH:24][C:19]([N:18]2[C:14]([C:10]3[CH:9]=[C:8]4[C:13](=[CH:12][CH:11]=3)[N:2]([CH3:1])[CH2:6][CH2:7]4)=[CH:15][C:16]([C:29]([F:30])([F:32])[F:31])=[N:17]2)=[CH:20][CH:21]=1)(=[O:27])=[O:26], predict the reactants needed to synthesize it. The reactants are: [C:1]([BH3-])#[N:2].[Na+].N1[C:13]2[C:8](=[CH:9][C:10]([C:14]3[N:18]([C:19]4[CH:24]=[CH:23][C:22]([S:25]([NH2:28])(=[O:27])=[O:26])=[CH:21][CH:20]=4)[N:17]=[C:16]([C:29]([F:32])([F:31])[F:30])[CH:15]=3)=[CH:11][CH:12]=2)[CH2:7][CH2:6]1.Cl.[CH2:34]=O. (8) Given the product [Br:1][C:2]1[CH:11]=[CH:10][CH:9]=[C:8]2[C:3]=1[CH2:4][CH2:5][NH:6][CH:7]2[C:12]1[CH:17]=[CH:16][C:15]([C:18]([F:19])([F:20])[F:21])=[CH:14][CH:13]=1, predict the reactants needed to synthesize it. The reactants are: [Br:1][C:2]1[CH:11]=[CH:10][CH:9]=[C:8]2[C:3]=1[CH2:4][CH2:5][N:6]=[C:7]2[C:12]1[CH:17]=[CH:16][C:15]([C:18]([F:21])([F:20])[F:19])=[CH:14][CH:13]=1.CO.[BH4-].[Na+].